Task: Binary Classification. Given a miRNA mature sequence and a target amino acid sequence, predict their likelihood of interaction.. Dataset: Experimentally validated miRNA-target interactions with 360,000+ pairs, plus equal number of negative samples (1) The miRNA is rno-miR-29b-1-5p with sequence UUUCAUAUGGUGGUUUAGAUUU. The protein sequence of the target gene is MAASKVKQDMPPPGGYGPIDYKRNLPRRGLSGYSMLAIGIGTLIYGHWSIMKWNRERRRLQIEDFEARIALLPLLQAETDRRTLQMLRENLEEEAIIMKDVPDWKVGESVFHTTRWVPPLIGELYGLRTTEEALHASHGFMWYT. Result: 0 (no interaction). (2) The protein sequence of the target gene is MADDIDIEAMLEAPYKKDENKLNSANGHEERSKKRKKSKSRSRSHERKRSKSKERKRSRDRERKKSKSRERKRSRSKERRRSRSRSRDRRFRGRYRSPYSGPKFNSAIRGKIGLPHSIKLSRRRSRSKSPFRKDKSPVREPIDNLTPEERDARTVFCMQLAARIRPRDLEEFFSTVGKVRDVRMISDRNSRRSKGIAYVEFVDVSSVPLAIGLTGQRVLGVPIIVQASQAEKNRAAAMANNLQKGSAGPMRLYVGSLHFNITEDMLRGIFEPFGRIESIQLMMDSETGRSKGYGFITFSD.... Result: 0 (no interaction). The miRNA is rno-miR-126a-5p with sequence CAUUAUUACUUUUGGUACGCG. (3) The miRNA is cel-miR-236-3p with sequence UAAUACUGUCAGGUAAUGACGCU. The protein sequence of the target gene is MGEKSENCGVPEDLLNGLKVTDTQEAECAGPPVPDPKNQHSQSKLLRDDEAHLQEDQGEEECFHDCSASFEEEPGADKVENKSNEDVNSSELDEEYLIELEKNMSDEEKQKRREESTRLKEEGNEQFKKGDYIEAESSYSRALEMCPSCFQKERSILFSNRAAARMKQDKKEMAINDCSKAIQLNPSYIRAILRRAELYEKTDKLDEALEDYKSILEKDPSIHQAREACMRLPKQIEERNERLKEEMLGKLKDLGNLVLRPFGLSTENFQIKQDSSTGSYSINFVQNPNNNR. Result: 0 (no interaction).